Dataset: NCI-60 drug combinations with 297,098 pairs across 59 cell lines. Task: Regression. Given two drug SMILES strings and cell line genomic features, predict the synergy score measuring deviation from expected non-interaction effect. (1) Cell line: EKVX. Drug 2: CC1C(C(CC(O1)OC2CC(OC(C2O)C)OC3=CC4=CC5=C(C(=O)C(C(C5)C(C(=O)C(C(C)O)O)OC)OC6CC(C(C(O6)C)O)OC7CC(C(C(O7)C)O)OC8CC(C(C(O8)C)O)(C)O)C(=C4C(=C3C)O)O)O)O. Drug 1: CC12CCC(CC1=CCC3C2CCC4(C3CC=C4C5=CN=CC=C5)C)O. Synergy scores: CSS=8.64, Synergy_ZIP=-0.122, Synergy_Bliss=4.01, Synergy_Loewe=3.92, Synergy_HSA=2.85. (2) Drug 1: C1CCN(CC1)CCOC2=CC=C(C=C2)C(=O)C3=C(SC4=C3C=CC(=C4)O)C5=CC=C(C=C5)O. Drug 2: C1=C(C(=O)NC(=O)N1)N(CCCl)CCCl. Cell line: RXF 393. Synergy scores: CSS=29.8, Synergy_ZIP=2.07, Synergy_Bliss=5.41, Synergy_Loewe=6.48, Synergy_HSA=6.79. (3) Drug 1: C1=CC(=CC=C1CCCC(=O)O)N(CCCl)CCCl. Drug 2: CCCCCOC(=O)NC1=NC(=O)N(C=C1F)C2C(C(C(O2)C)O)O. Cell line: HT29. Synergy scores: CSS=7.75, Synergy_ZIP=-6.16, Synergy_Bliss=-3.28, Synergy_Loewe=-19.4, Synergy_HSA=-5.73.